This data is from Catalyst prediction with 721,799 reactions and 888 catalyst types from USPTO. The task is: Predict which catalyst facilitates the given reaction. (1) Reactant: [F:1][C:2]([F:21])([F:20])[C:3]1[CH:8]=[CH:7][C:6]([CH:9]2[CH2:14][C:13](=[O:15])[NH:12][C:11]([CH3:16])=[C:10]2[C:17](O)=[O:18])=[CH:5][CH:4]=1.[NH2:22][C:23]1[CH:24]=[C:25]2[C:29](=[C:30]([CH3:32])[CH:31]=1)[NH:28][N:27]=[CH:26]2.C(Cl)CCl.CCN(CC)CC. Product: [CH3:16][C:11]1[NH:12][C:13](=[O:15])[CH2:14][CH:9]([C:6]2[CH:5]=[CH:4][C:3]([C:2]([F:20])([F:21])[F:1])=[CH:8][CH:7]=2)[C:10]=1[C:17]([NH:22][C:23]1[CH:24]=[C:25]2[C:29](=[C:30]([CH3:32])[CH:31]=1)[NH:28][N:27]=[CH:26]2)=[O:18]. The catalyst class is: 861. (2) Reactant: ClC1C=CC=C(C(OO)=[O:9])C=1.[F:12][C:13]([F:55])([F:54])[C:14]1[CH:15]=[C:16]([C@H:24]2[O:28][C:27](=[O:29])[N:26]([CH2:30][C:31]3[C:36]([N:37]([CH2:40][C@H:41]4[CH2:46][CH2:45][C@H:44]([CH2:47][C:48]([O:50][CH2:51][CH3:52])=[O:49])[CH2:43][CH2:42]4)[CH2:38][CH3:39])=[CH:35][CH:34]=[CH:33][N:32]=3)[C@H:25]2[CH3:53])[CH:17]=[C:18]([C:20]([F:23])([F:22])[F:21])[CH:19]=1. Product: [F:55][C:13]([F:54])([F:12])[C:14]1[CH:15]=[C:16]([C@H:24]2[O:28][C:27](=[O:29])[N:26]([CH2:30][C:31]3[C:36]([N:37]([CH2:40][C@H:41]4[CH2:46][CH2:45][C@H:44]([CH2:47][C:48]([O:50][CH2:51][CH3:52])=[O:49])[CH2:43][CH2:42]4)[CH2:38][CH3:39])=[CH:35][CH:34]=[CH:33][N+:32]=3[O-:9])[C@H:25]2[CH3:53])[CH:17]=[C:18]([C:20]([F:21])([F:22])[F:23])[CH:19]=1. The catalyst class is: 2. (3) Reactant: C([NH:8][C:9]1[CH:14]=[CH:13][C:12]([C:15]2[CH:16]([CH3:22])[CH2:17][C:18](=[O:21])[NH:19][N:20]=2)=[CH:11][C:10]=1[OH:23])C1C=CC=CC=1.[H][H]. Product: [NH2:8][C:9]1[CH:14]=[CH:13][C:12]([C:15]2[CH:16]([CH3:22])[CH2:17][C:18](=[O:21])[NH:19][N:20]=2)=[CH:11][C:10]=1[OH:23]. The catalyst class is: 43. (4) Reactant: [CH2:1]([O:8][C:9]1[C:10]([C:29]([N:31]([CH2:38][CH2:39][O:40][Si](C(C)(C)C)(C)C)[C:32]2[CH:37]=[CH:36][CH:35]=[CH:34][CH:33]=2)=[O:30])=[N:11][C:12]([CH2:16][C:17]2([C:22]3[CH:27]=[CH:26][C:25]([Cl:28])=[CH:24][CH:23]=3)[CH2:21][CH2:20][CH2:19][CH2:18]2)=[N:13][C:14]=1[OH:15])[C:2]1[CH:7]=[CH:6][CH:5]=[CH:4][CH:3]=1.Cl.[OH-].[Na+]. Product: [CH2:1]([O:8][C:9]1[C:10]([C:29]([N:31]([CH2:38][CH2:39][OH:40])[C:32]2[CH:37]=[CH:36][CH:35]=[CH:34][CH:33]=2)=[O:30])=[N:11][C:12]([CH2:16][C:17]2([C:22]3[CH:23]=[CH:24][C:25]([Cl:28])=[CH:26][CH:27]=3)[CH2:18][CH2:19][CH2:20][CH2:21]2)=[N:13][C:14]=1[OH:15])[C:2]1[CH:7]=[CH:6][CH:5]=[CH:4][CH:3]=1. The catalyst class is: 7. (5) Reactant: [N:1]1([CH2:7][C:8]2[S:9][C:10]([NH2:13])=[CH:11][N:12]=2)[CH2:6][CH2:5][O:4][CH2:3][CH2:2]1.C(O[CH:17]=[C:18]([C:24]([O:26][CH2:27][CH3:28])=[O:25])[C:19]([O:21][CH2:22][CH3:23])=[O:20])C. The catalyst class is: 228. Product: [N:1]1([CH2:7][C:8]2[S:9][C:10]([NH:13][CH:17]=[C:18]([C:19]([O:21][CH2:22][CH3:23])=[O:20])[C:24]([O:26][CH2:27][CH3:28])=[O:25])=[CH:11][N:12]=2)[CH2:6][CH2:5][O:4][CH2:3][CH2:2]1. (6) Reactant: [CH3:1][C:2]1[C:3]([CH:8]2[CH2:13][CH2:12][CH2:11][CH:10]([C:14]3[C:19]([CH3:20])=[CH:18][CH:17]=[CH:16][N:15]=3)[NH:9]2)=[N:4][CH:5]=[CH:6][CH:7]=1.Br[CH2:22][C:23]1[CH:28]=[CH:27][CH:26]=[C:25]([C:29]#[N:30])[CH:24]=1.CCN(C(C)C)C(C)C. Product: [CH3:1][C:2]1[C:3]([CH:8]2[CH2:13][CH2:12][CH2:11][CH:10]([C:14]3[C:19]([CH3:20])=[CH:18][CH:17]=[CH:16][N:15]=3)[N:9]2[CH2:22][C:23]2[CH:24]=[C:25]([CH:26]=[CH:27][CH:28]=2)[C:29]#[N:30])=[N:4][CH:5]=[CH:6][CH:7]=1. The catalyst class is: 3. (7) Reactant: [CH3:1][O:2][C:3](=[O:9])[C:4]([CH3:8])([CH3:7])[CH2:5][OH:6].ClC([O-])=O.[NH+]1C=CC=CC=1. The catalyst class is: 2. Product: [CH3:1][O:2][C:3](=[O:9])[C:4]([CH3:8])([CH3:7])[CH:5]=[O:6]. (8) Reactant: C(N(CC)CC)C.[F:8][C:9]1[CH:17]=[C:16]2[C:12]([C:13]([CH:25]=[O:26])=[CH:14][N:15]2C(OC(C)(C)C)=O)=[CH:11][CH:10]=1.[CH:27](=[N:34][C:35]1[CH:40]=[CH:39][N:38]=[C:37]([O:41][CH3:42])[CH:36]=1)[C:28]1[CH:33]=[CH:32][CH:31]=[CH:30][CH:29]=1. Product: [F:8][C:9]1[CH:17]=[C:16]2[C:12]([C:13]([C:25](=[O:26])[CH:27]([NH:34][C:35]3[CH:40]=[CH:39][N:38]=[C:37]([O:41][CH3:42])[CH:36]=3)[C:28]3[CH:29]=[CH:30][CH:31]=[CH:32][CH:33]=3)=[CH:14][NH:15]2)=[CH:11][CH:10]=1. The catalyst class is: 433.